This data is from Reaction yield outcomes from USPTO patents with 853,638 reactions. The task is: Predict the reaction yield, written as a fraction of the theoretical maximum amount of product (1.0 means a 100% yield; for example, 0.34 means a 34% yield). (1) The reactants are Br[C:2]1[CH:7]=[C:6]([Br:8])[CH:5]=[C:4]([Br:9])[CH:3]=1.C([Li])CCC.CN(C)[C:17](=[O:19])[CH3:18]. The catalyst is CCOCC. The product is [CH3:18][C:17]([C:2]1[CH:7]=[C:6]([Br:8])[CH:5]=[C:4]([Br:9])[CH:3]=1)=[O:19]. The yield is 0.410. (2) The reactants are C(Cl)(=O)C(Cl)=O.CS(C)=O.[CH2:11]([O:18][C:19]1[CH:28]=[C:27]2[C:22]([CH:23]=[C:24]([CH:29]([OH:31])[CH3:30])[CH:25]=[N:26]2)=[CH:21][CH:20]=1)[CH2:12][CH2:13][CH2:14][CH2:15][CH2:16][CH3:17].CCN(CC)CC. The catalyst is C(Cl)Cl.O. The product is [CH2:11]([O:18][C:19]1[CH:28]=[C:27]2[C:22]([CH:23]=[C:24]([C:29](=[O:31])[CH3:30])[CH:25]=[N:26]2)=[CH:21][CH:20]=1)[CH2:12][CH2:13][CH2:14][CH2:15][CH2:16][CH3:17]. The yield is 0.730. (3) The reactants are [CH2:1]([C:3]1[C:8]([F:9])=[CH:7][C:6]([OH:10])=[C:5]([N+:11]([O-:13])=[O:12])[CH:4]=1)[CH3:2].[C:14]([O-])([O-])=O.[K+].[K+].CI.O. The catalyst is CS(C)=O.C(OCC)C. The product is [CH2:1]([C:3]1[CH:4]=[C:5]([N+:11]([O-:13])=[O:12])[C:6]([O:10][CH3:14])=[CH:7][C:8]=1[F:9])[CH3:2]. The yield is 0.830. (4) The reactants are [N:1]1[CH:6]=[CH:5][CH:4]=[C:3]([N:7]2[CH2:12][CH2:11][CH2:10][NH:9][C:8]2=[O:13])[CH:2]=1.I[C:15]1[CH:23]=[CH:22][C:18]2[S:19][CH:20]=[CH:21][C:17]=2[CH:16]=1.N[C@@H]1CCCC[C@H]1N.C(=O)([O-])[O-].[K+].[K+]. The catalyst is [Cu](I)I.O1CCOCC1. The product is [S:19]1[CH:20]=[CH:21][C:17]2[CH:16]=[C:15]([N:9]3[CH2:10][CH2:11][CH2:12][N:7]([C:3]4[CH:2]=[N:1][CH:6]=[CH:5][CH:4]=4)[C:8]3=[O:13])[CH:23]=[CH:22][C:18]1=2. The yield is 0.175. (5) The reactants are S[C:2]1[CH:3]=[C:4]([CH2:8][C:9]([O:11][CH3:12])=[O:10])[CH:5]=[CH:6][CH:7]=1.[N+]([O-])([O-])=O.[K+].[S:18]([Cl:22])(Cl)(=[O:20])=[O:19].C(=O)(O)[O-].[Na+]. The catalyst is C(#N)C.C(OCC)(=O)C. The product is [Cl:22][S:18]([C:6]1[CH:5]=[C:4]([CH2:8][C:9]([O:11][CH3:12])=[O:10])[CH:3]=[CH:2][CH:7]=1)(=[O:20])=[O:19]. The yield is 0.790. (6) The reactants are [CH:1]1([N:5]2[C:10](=[O:11])[C:9]([C:12]([NH:14][CH2:15][C:16]([O:18]CC)=[O:17])=[O:13])=[C:8]([OH:21])[C:7]([C:22](OC)=[O:23])=[C:6]2[OH:26])[CH2:4][CH2:3][CH2:2]1.[CH2:27]([NH2:31])[CH2:28][CH2:29][CH3:30].Cl. The catalyst is C(Cl)(Cl)Cl. The product is [CH2:27]([NH:31][C:22]([C:7]1[C:8]([OH:21])=[C:9]([C:12]([NH:14][CH2:15][C:16]([OH:18])=[O:17])=[O:13])[C:10](=[O:11])[N:5]([CH:1]2[CH2:2][CH2:3][CH2:4]2)[C:6]=1[OH:26])=[O:23])[CH2:28][CH2:29][CH3:30]. The yield is 0.338. (7) The reactants are [C:1]([O:5][C:6]([N:8]([CH2:16][C:17]([O:19][C:20]([CH3:23])([CH3:22])[CH3:21])=[O:18])[C:9]1[CH:14]=[CH:13][CH:12]=[C:11]([CH3:15])[N:10]=1)=[O:7])([CH3:4])([CH3:3])[CH3:2].C1C(=O)N([Br:31])C(=O)C1. The catalyst is C(#N)C. The product is [Br:31][C:12]1[CH:13]=[CH:14][C:9]([N:8]([CH2:16][C:17]([O:19][C:20]([CH3:23])([CH3:22])[CH3:21])=[O:18])[C:6]([O:5][C:1]([CH3:4])([CH3:3])[CH3:2])=[O:7])=[N:10][C:11]=1[CH3:15]. The yield is 0.950. (8) The reactants are [H-].[Na+].[CH3:3][C:4](=[CH2:7])[CH2:5][OH:6].Cl[CH2:9][C:10]1[CH:11]=[C:12]([CH:16]=[CH:17][CH:18]=1)[C:13]([OH:15])=[O:14].O. The catalyst is O1CCCC1. The product is [CH3:7][C:4](=[CH2:3])[CH2:5][O:6][CH2:9][C:10]1[CH:11]=[C:12]([CH:16]=[CH:17][CH:18]=1)[C:13]([OH:15])=[O:14]. The yield is 0.859. (9) The reactants are [CH:1]([C:4]1[CH:9]=[CH:8][C:7]([C:10]2[C:14]3[C:15]([CH3:21])=[CH:16][C:17]([CH3:20])=[C:18]([CH3:19])[C:13]=3[O:12][C:11]=2[CH3:22])=[CH:6][CH:5]=1)([CH3:3])[CH3:2]. The catalyst is CO. The product is [CH:1]([C:4]1[CH:5]=[CH:6][C:7]([C@H:10]2[C:14]3[C:15]([CH3:21])=[CH:16][C:17]([CH3:20])=[C:18]([CH3:19])[C:13]=3[O:12][C@H:11]2[CH3:22])=[CH:8][CH:9]=1)([CH3:3])[CH3:2]. The yield is 0.630.